This data is from Reaction yield outcomes from USPTO patents with 853,638 reactions. The task is: Predict the reaction yield, written as a fraction of the theoretical maximum amount of product (1.0 means a 100% yield; for example, 0.34 means a 34% yield). The reactants are O=P(Cl)(Cl)[Cl:3].CN(C=O)C.[NH2:11][C:12]1[S:13][C:14]2[C:19](O)=[N:18][C:17]([S:21][C@H:22]([C:24]3[CH:29]=[CH:28][CH:27]=[CH:26][CH:25]=3)[CH3:23])=[N:16][C:15]=2[N:30]=1. The catalyst is O1CCOCC1. The product is [Cl:3][C:19]1[C:14]2[S:13][C:12]([NH2:11])=[N:30][C:15]=2[N:16]=[C:17]([S:21][C@H:22]([C:24]2[CH:29]=[CH:28][CH:27]=[CH:26][CH:25]=2)[CH3:23])[N:18]=1. The yield is 0.950.